Predict which catalyst facilitates the given reaction. From a dataset of Catalyst prediction with 721,799 reactions and 888 catalyst types from USPTO. (1) Reactant: [C:1]1([C:7]2[CH:11]=[C:10]([CH2:12][CH2:13][OH:14])[NH:9][N:8]=2)[CH:6]=[CH:5][CH:4]=[CH:3][CH:2]=1.[Br:15]Br. Product: [Br:15][C:11]1[C:7]([C:1]2[CH:2]=[CH:3][CH:4]=[CH:5][CH:6]=2)=[N:8][NH:9][C:10]=1[CH2:12][CH2:13][OH:14]. The catalyst class is: 168. (2) Reactant: [CH3:1][C:2]1([C:17]([O:19]C)=[O:18])[N:9]([C:10]([O:12][C:13]([CH3:16])([CH3:15])[CH3:14])=[O:11])[CH2:8][CH2:7][C:4]2([CH2:6][CH2:5]2)[CH2:3]1.O[Li].O. Product: [C:13]([O:12][C:10]([N:9]1[CH2:8][CH2:7][C:4]2([CH2:5][CH2:6]2)[CH2:3][C:2]1([CH3:1])[C:17]([OH:19])=[O:18])=[O:11])([CH3:16])([CH3:14])[CH3:15]. The catalyst class is: 38. (3) Reactant: Cl.[CH3:2][O:3][NH2:4].[CH2:5]([O:12][C@:13]1([CH3:36])[C@H:17]([O:18][CH2:19][C:20]2[CH:25]=[CH:24][CH:23]=[CH:22][CH:21]=2)[C@@H:16]([CH2:26][O:27][CH2:28][C:29]2[CH:34]=[CH:33][CH:32]=[CH:31][CH:30]=2)[O:15][C@@H:14]1O)[C:6]1[CH:11]=[CH:10][CH:9]=[CH:8][CH:7]=1.CO. Product: [CH2:28]([O:27][CH2:26][C@@H:16]([OH:15])[C@@H:17]([O:18][CH2:19][C:20]1[CH:21]=[CH:22][CH:23]=[CH:24][CH:25]=1)[C@@:13]([O:12][CH2:5][C:6]1[CH:11]=[CH:10][CH:9]=[CH:8][CH:7]=1)([CH:36]=[N:4][O:3][CH3:2])[CH3:14])[C:29]1[CH:34]=[CH:33][CH:32]=[CH:31][CH:30]=1. The catalyst class is: 66. (4) Reactant: [H-].[Na+].[C:3]1([C@H:9]2[C@H:18]3[CH2:19][CH2:20][N:21]([C:22]([O:24][CH2:25][C:26]4[CH:31]=[CH:30][CH:29]=[CH:28][CH:27]=4)=[O:23])[C@H:17]3[C:16]3[CH:15]=[CH:14][CH:13]=[CH:12][C:11]=3[NH:10]2)[CH:8]=[CH:7][CH:6]=[CH:5][CH:4]=1.[CH3:32]I.O. Product: [CH3:32][N:10]1[C:11]2[CH:12]=[CH:13][CH:14]=[CH:15][C:16]=2[C@@H:17]2[N:21]([C:22]([O:24][CH2:25][C:26]3[CH:31]=[CH:30][CH:29]=[CH:28][CH:27]=3)=[O:23])[CH2:20][CH2:19][C@@H:18]2[C@@H:9]1[C:3]1[CH:4]=[CH:5][CH:6]=[CH:7][CH:8]=1. The catalyst class is: 3. (5) Reactant: [CH3:1][C@H:2]([NH2:6])[CH2:3][S:4][CH3:5].[I:7][C:8]1[CH:18]=[CH:17][CH:16]=[C:10]2[C:11]([O:13][C:14](=[O:15])[C:9]=12)=[O:12]. Product: [I:7][C:8]1[CH:18]=[CH:17][CH:16]=[C:10]([C:11]([OH:13])=[O:12])[C:9]=1[C:14]([NH:6][C@@H:2]([CH3:1])[CH2:3][S:4][CH3:5])=[O:15]. The catalyst class is: 10. (6) Reactant: [F:1][C:2]([F:20])([F:19])[C:3]1[CH:4]=[C:5]([C:9]2[CH:17]=[CH:16][CH:15]=[C:14]3[C:10]=2[CH2:11][C:12](=[O:18])[NH:13]3)[CH:6]=[CH:7][CH:8]=1.[CH2:21]([N:23]([CH2:37][CH3:38])[CH2:24][CH2:25][NH:26][C:27]([C:29]1[CH:33]=[C:32]([CH3:34])[NH:31][C:30]=1[CH:35]=O)=[O:28])[CH3:22]. Product: [CH2:37]([N:23]([CH2:21][CH3:22])[CH2:24][CH2:25][NH:26][C:27]([C:29]1[CH:33]=[C:32]([CH3:34])[NH:31][C:30]=1[CH:35]=[C:11]1[C:10]2[C:14](=[CH:15][CH:16]=[CH:17][C:9]=2[C:5]2[CH:6]=[CH:7][CH:8]=[C:3]([C:2]([F:1])([F:19])[F:20])[CH:4]=2)[NH:13][C:12]1=[O:18])=[O:28])[CH3:38]. The catalyst class is: 360. (7) Reactant: [CH3:1][O:2][C:3]1[N:8]=[C:7]([NH2:9])[CH:6]=[CH:5][C:4]=1[C:10]1[CH:11]=[N:12][N:13]([CH3:15])[CH:14]=1.Cl[C:17]1[CH:18]=[CH:19][C:20]2[CH2:21][N:22]([CH3:35])[CH2:23][CH:24]([C:28]3[CH:33]=[C:32]([CH3:34])[CH:31]=[CH:30][N:29]=3)[O:25][C:26]=2[N:27]=1.CC(C)([O-])C.[Na+].C1(P(C2C=CC=CC=2)C2C=CC3C(=CC=CC=3)C=2C2C3C(=CC=CC=3)C=CC=2P(C2C=CC=CC=2)C2C=CC=CC=2)C=CC=CC=1. Product: [NH3:8].[CH3:1][O:2][C:3]1[N:8]=[C:7]([NH:9][C:17]2[CH:18]=[CH:19][C:20]3[CH2:21][N:22]([CH3:35])[CH2:23][CH:24]([C:28]4[CH:33]=[C:32]([CH3:34])[CH:31]=[CH:30][N:29]=4)[O:25][C:26]=3[N:27]=2)[CH:6]=[CH:5][C:4]=1[C:10]1[CH:11]=[N:12][N:13]([CH3:15])[CH:14]=1. The catalyst class is: 187.